From a dataset of Catalyst prediction with 721,799 reactions and 888 catalyst types from USPTO. Predict which catalyst facilitates the given reaction. Reactant: [CH3:1][C:2]1([CH3:31])[CH2:6][C:5]2[CH:7]=[CH:8][CH:9]=[C:10]([CH:11]([N:25]3[CH2:30][CH2:29][NH:28][CH2:27][CH2:26]3)[C:12]3[CH:24]=[CH:23][C:15]([C:16]([N:18]([CH2:21][CH3:22])[CH2:19][CH3:20])=[O:17])=[CH:14][CH:13]=3)[C:4]=2[O:3]1.[N:32]1[CH:37]=[CH:36][CH:35]=[CH:34][C:33]=1[CH:38]=O.CC(O)=O.C([BH3-])#N.[Na+]. Product: [CH3:31][C:2]1([CH3:1])[CH2:6][C:5]2[CH:7]=[CH:8][CH:9]=[C:10]([CH:11]([N:25]3[CH2:26][CH2:27][N:28]([CH2:38][C:33]4[CH:34]=[CH:35][CH:36]=[CH:37][N:32]=4)[CH2:29][CH2:30]3)[C:12]3[CH:24]=[CH:23][C:15]([C:16]([N:18]([CH2:21][CH3:22])[CH2:19][CH3:20])=[O:17])=[CH:14][CH:13]=3)[C:4]=2[O:3]1. The catalyst class is: 5.